Predict the reactants needed to synthesize the given product. From a dataset of Full USPTO retrosynthesis dataset with 1.9M reactions from patents (1976-2016). (1) Given the product [CH3:7][O:8][C:9]1([CH2:15][NH2:16])[CH2:14][CH2:13][O:12][CH2:11][CH2:10]1, predict the reactants needed to synthesize it. The reactants are: [H-].[H-].[H-].[H-].[Li+].[Al+3].[CH3:7][O:8][C:9]1([C:15]#[N:16])[CH2:14][CH2:13][O:12][CH2:11][CH2:10]1.O. (2) Given the product [OH:27][CH:20]([C:21]1[CH:26]=[CH:25][CH:24]=[CH:23][CH:22]=1)[CH2:1][C:2]1[C:7]([C:8]#[N:9])=[CH:6][N:5]=[CH:4][CH:3]=1, predict the reactants needed to synthesize it. The reactants are: [CH3:1][C:2]1[C:7]([C:8]#[N:9])=[CH:6][N:5]=[CH:4][CH:3]=1.[Li+].C[Si]([N-][Si](C)(C)C)(C)C.[CH:20](=[O:27])[C:21]1[CH:26]=[CH:25][CH:24]=[CH:23][CH:22]=1.[Cl-].[NH4+]. (3) Given the product [NH3:4].[O:1]1[CH2:7][CH2:6][CH2:5][N:4]([CH2:8][CH2:9][CH2:10][O:11][C:12]2[CH:17]=[CH:16][C:15]([C:18]3([CH2:24][NH:25][C:27]4[CH:32]=[CH:31][CH:30]=[CH:29][N:28]=4)[CH2:23][CH2:22][O:21][CH2:20][CH2:19]3)=[CH:14][CH:13]=2)[CH2:3][CH2:2]1, predict the reactants needed to synthesize it. The reactants are: [O:1]1[CH2:7][CH2:6][CH2:5][N:4]([CH2:8][CH2:9][CH2:10][O:11][C:12]2[CH:17]=[CH:16][C:15]([C:18]3([CH2:24][NH2:25])[CH2:23][CH2:22][O:21][CH2:20][CH2:19]3)=[CH:14][CH:13]=2)[CH2:3][CH2:2]1.Br[C:27]1[CH:32]=[CH:31][CH:30]=[CH:29][N:28]=1.C1C=CC(P(C2C(C3C(P(C4C=CC=CC=4)C4C=CC=CC=4)=CC=C4C=3C=CC=C4)=C3C(C=CC=C3)=CC=2)C2C=CC=CC=2)=CC=1.CC(C)([O-])C.[Na+]. (4) Given the product [ClH:32].[CH:34]1([C:37]2[C:38]([CH2:51][N:52]3[CH2:57][CH2:56][N:55]([S:58]([C:61]4[CH:66]=[C:65]([Cl:67])[CH:64]=[C:63]([Cl:68])[CH:62]=4)(=[O:60])=[O:59])[CH2:54][CH2:53]3)=[CH:39][C:40]([F:50])=[C:41]([CH:49]=2)[C:42]([OH:44])=[O:43])[CH2:36][CH2:35]1, predict the reactants needed to synthesize it. The reactants are: C1(C2C(CN3CCN(CC4C=C([Cl:32])C=C(Cl)C=4)CC3)=CC(F)=C(C=2)C(OC(C)(C)C)=O)CC1.[CH:34]1([C:37]2[C:38]([CH2:51][N:52]3[CH2:57][CH2:56][N:55]([S:58]([C:61]4[CH:66]=[C:65]([Cl:67])[CH:64]=[C:63]([Cl:68])[CH:62]=4)(=[O:60])=[O:59])[CH2:54][CH2:53]3)=[CH:39][C:40]([F:50])=[C:41]([CH:49]=2)[C:42]([O:44]C(C)(C)C)=[O:43])[CH2:36][CH2:35]1. (5) The reactants are: [CH2:1]([N:8]1[C:17]2[C:12](=[CH:13][CH:14]=[C:15]([F:18])[CH:16]=2)[N:11]([C:19](=[O:28])[C:20]2[CH:25]=[CH:24][CH:23]=[C:22]([O:26]C)[CH:21]=2)[C@H:10]([CH2:29][CH3:30])[C:9]1=[O:31])[C:2]1[CH:7]=[CH:6][CH:5]=[CH:4][CH:3]=1.C([C@H]1N(C(=O)C2C=CC(O)=CC=2)C2C(=CC(F)=CC=2)N(C)C1=O)C. Given the product [CH2:1]([N:8]1[C:17]2[C:12](=[CH:13][CH:14]=[C:15]([F:18])[CH:16]=2)[N:11]([C:19](=[O:28])[C:20]2[CH:25]=[CH:24][CH:23]=[C:22]([OH:26])[CH:21]=2)[C@H:10]([CH2:29][CH3:30])[C:9]1=[O:31])[C:2]1[CH:7]=[CH:6][CH:5]=[CH:4][CH:3]=1, predict the reactants needed to synthesize it. (6) Given the product [C:22]1([S:28]([C:31](=[CH:20][C:18]2[CH:17]=[CH:16][N:15]=[C:14]([C:12]3[N:11]=[CH:10][N:9]([CH2:8][C:3]4[CH:4]=[CH:5][CH:6]=[CH:7][C:2]=4[Cl:1])[CH:13]=3)[CH:19]=2)[C:32]#[N:33])(=[O:29])=[O:30])[CH:23]=[CH:24][CH:25]=[CH:26][CH:27]=1, predict the reactants needed to synthesize it. The reactants are: [Cl:1][C:2]1[CH:7]=[CH:6][CH:5]=[CH:4][C:3]=1[CH2:8][N:9]1[CH:13]=[C:12]([C:14]2[CH:19]=[C:18]([CH:20]=O)[CH:17]=[CH:16][N:15]=2)[N:11]=[CH:10]1.[C:22]1([S:28]([CH2:31][C:32]#[N:33])(=[O:30])=[O:29])[CH:27]=[CH:26][CH:25]=[CH:24][CH:23]=1.C([O-])(O)=O.[Na+].